This data is from Full USPTO retrosynthesis dataset with 1.9M reactions from patents (1976-2016). The task is: Predict the reactants needed to synthesize the given product. (1) Given the product [S:26]([O:1][CH2:2][C:3]1([C:16]([O:18][CH3:19])=[O:17])[O:8][CH2:7][CH2:6][N:5]([C:9]([O:11][C:12]([CH3:14])([CH3:15])[CH3:13])=[O:10])[CH2:4]1)([C:23]1[CH:24]=[CH:25][C:20]([CH3:30])=[CH:21][CH:22]=1)(=[O:28])=[O:27], predict the reactants needed to synthesize it. The reactants are: [OH:1][CH2:2][C:3]1([C:16]([O:18][CH3:19])=[O:17])[O:8][CH2:7][CH2:6][N:5]([C:9]([O:11][C:12]([CH3:15])([CH3:14])[CH3:13])=[O:10])[CH2:4]1.[C:20]1([CH3:30])[CH:25]=[CH:24][C:23]([S:26](Cl)(=[O:28])=[O:27])=[CH:22][CH:21]=1.O. (2) Given the product [I:13][C:14]1[CH:15]=[N:16][N:17]([C@H:19]2[CH2:20][CH2:21][C@H:22]([N:25]3[CH2:26][CH2:27][O:28][C:6]3=[O:7])[CH2:23][CH2:24]2)[CH:18]=1, predict the reactants needed to synthesize it. The reactants are: N1([C:6](N2C=CN=C2)=[O:7])C=CN=C1.[I:13][C:14]1[CH:15]=[N:16][N:17]([CH:19]2[CH2:24][CH2:23][CH:22]([NH:25][CH2:26][CH2:27][OH:28])[CH2:21][CH2:20]2)[CH:18]=1.Cl. (3) Given the product [F:20][C:17]([F:18])([F:19])[C:12]1[CH:13]=[CH:14][CH:15]=[CH:16][C:11]=1[C:9]1[N:10]=[C:5]2[C:4]([C:21]([O:23][CH3:24])=[O:22])=[CH:3][CH:2]=[N:7][N:6]2[CH:8]=1, predict the reactants needed to synthesize it. The reactants are: Cl[C:2]1[CH:3]=[C:4]([C:21]([O:23][CH3:24])=[O:22])[C:5]2[N:6]([CH:8]=[C:9]([C:11]3[CH:16]=[CH:15][CH:14]=[CH:13][C:12]=3[C:17]([F:20])([F:19])[F:18])[N:10]=2)[N:7]=1.CCN(CC)CC. (4) Given the product [F:22][C:23]1[C:28]([F:29])=[C:27]([CH3:30])[CH:26]=[CH:25][C:24]=1[CH2:31][CH2:32][C@H:33]1[C:42]2[C:37](=[CH:38][C:39]([O:45][CH3:46])=[C:40]([O:43][CH3:44])[CH:41]=2)[CH2:36][CH2:35][N:34]1[C@H:4]([C:5]1[CH:6]=[CH:7][CH:8]=[CH:9][CH:10]=1)[C:1]([NH2:2])=[O:3], predict the reactants needed to synthesize it. The reactants are: [C:1]([CH:4](OS(C1C=CC(C)=CC=1)(=O)=O)[C:5]1[CH:10]=[CH:9][CH:8]=[CH:7][CH:6]=1)(=[O:3])[NH2:2].[F:22][C:23]1[C:28]([F:29])=[C:27]([CH3:30])[CH:26]=[CH:25][C:24]=1[CH2:31][CH2:32][C@H:33]1[C:42]2[C:37](=[CH:38][C:39]([O:45][CH3:46])=[C:40]([O:43][CH3:44])[CH:41]=2)[CH2:36][CH2:35][NH:34]1. (5) The reactants are: C([O:8][C:9]([C@H:11]1[CH2:15][CH2:14][CH2:13][N:12]1[C:16](=[O:44])[CH:17]([O:42][CH3:43])[CH2:18][CH2:19][CH2:20][CH2:21][CH:22]([O:40][CH3:41])[C:23]([N:25]1[CH2:29][CH2:28][CH2:27][C@@H:26]1[C:30]([O:32]CC1C=CC=CC=1)=[O:31])=[O:24])=[O:10])C1C=CC=CC=1. Given the product [C:30]([C@H:26]1[CH2:27][CH2:28][CH2:29][N:25]1[C:23](=[O:24])[CH:22]([O:40][CH3:41])[CH2:21][CH2:20][CH2:19][CH2:18][CH:17]([O:42][CH3:43])[C:16]([N:12]1[CH2:13][CH2:14][CH2:15][C@@H:11]1[C:9]([OH:10])=[O:8])=[O:44])([OH:32])=[O:31], predict the reactants needed to synthesize it. (6) Given the product [F:28][C:25]1[CH:24]=[CH:23][C:22]([C:16]2[O:15][C:13]3=[N:14][C:9]([NH:45][CH2:44][C:43]([F:47])([F:46])[F:42])=[C:10]([C:29]4[CH:30]=[C:31]([CH:39]=[CH:40][CH:41]=4)[C:32]([O:34][C:35]([CH3:37])([CH3:36])[CH3:38])=[O:33])[CH:11]=[C:12]3[C:17]=2[C:18](=[O:21])[NH:19][CH3:20])=[CH:27][CH:26]=1, predict the reactants needed to synthesize it. The reactants are: CC([O-])(CC)C.[Na+].Cl[C:9]1[N:14]=[C:13]2[O:15][C:16]([C:22]3[CH:27]=[CH:26][C:25]([F:28])=[CH:24][CH:23]=3)=[C:17]([C:18](=[O:21])[NH:19][CH3:20])[C:12]2=[CH:11][C:10]=1[C:29]1[CH:30]=[C:31]([CH:39]=[CH:40][CH:41]=1)[C:32]([O:34][C:35]([CH3:38])([CH3:37])[CH3:36])=[O:33].[F:42][C:43]([F:47])([F:46])[CH2:44][NH2:45].